From a dataset of Reaction yield outcomes from USPTO patents with 853,638 reactions. Predict the reaction yield, written as a fraction of the theoretical maximum amount of product (1.0 means a 100% yield; for example, 0.34 means a 34% yield). (1) The reactants are [Cl:1][C:2]1[CH:7]=[CH:6][CH:5]=[CH:4][C:3]=1[C:8]1[NH:9][C:10]2[C:15]([CH:16]=1)=[CH:14][C:13]([C:17]1[CH:25]=[CH:24][C:20]([C:21]([OH:23])=O)=[CH:19][C:18]=1[CH3:26])=[CH:12][CH:11]=2.C(=O)(O)[O-].[NH4+].C(OC1C=CC2C(=CC=CC=2)[N:36]1C(OCC)=O)C. No catalyst specified. The product is [Cl:1][C:2]1[CH:7]=[CH:6][CH:5]=[CH:4][C:3]=1[C:8]1[NH:9][C:10]2[C:15]([CH:16]=1)=[CH:14][C:13]([C:17]1[CH:25]=[CH:24][C:20]([C:21]([NH2:36])=[O:23])=[CH:19][C:18]=1[CH3:26])=[CH:12][CH:11]=2. The yield is 0.650. (2) The reactants are [F:1][C:2]([F:14])([F:13])[S:3][C:4]1[CH:12]=[CH:11][C:7]([C:8]([OH:10])=[O:9])=[CH:6][CH:5]=1.C(O)(=[O:17])C.[Mn]([O-])(=O)(=O)=O.[K+].[OH2:25]. The catalyst is C(OCC)(=O)C. The product is [F:14][C:2]([F:13])([F:1])[S:3]([C:4]1[CH:12]=[CH:11][C:7]([C:8]([OH:10])=[O:9])=[CH:6][CH:5]=1)(=[O:17])=[O:25]. The yield is 0.870.